Dataset: Retrosynthesis with 50K atom-mapped reactions and 10 reaction types from USPTO. Task: Predict the reactants needed to synthesize the given product. (1) Given the product COC(=O)c1cc(-c2cnc(Cl)nc2-n2nc(C(F)(F)F)cc2C)cnc1OC, predict the reactants needed to synthesize it. The reactants are: COC(=O)c1cc(B2OC(C)(C)C(C)(C)O2)cnc1OC.Cc1cc(C(F)(F)F)nn1-c1nc(Cl)ncc1Br. (2) Given the product COC(=O)Cc1ccccc1Cl, predict the reactants needed to synthesize it. The reactants are: COC(OC)OC.O=C(O)Cc1ccccc1Cl. (3) Given the product COC1=NC(C)(c2cccc(NCc3cccc(Cl)c3)c2)COC1, predict the reactants needed to synthesize it. The reactants are: COC1=NC(C)(c2cccc(Br)c2)COC1.NCc1cccc(Cl)c1.